This data is from Reaction yield outcomes from USPTO patents with 853,638 reactions. The task is: Predict the reaction yield, written as a fraction of the theoretical maximum amount of product (1.0 means a 100% yield; for example, 0.34 means a 34% yield). (1) The reactants are [NH2:1][C:2]([NH:4][C:5]([NH2:7])=[S:6])=[S:3].[I:8][CH3:9]. The catalyst is C1COCC1.C1(C)C=CC=CC=1. The product is [IH:8].[CH3:9][SH:3]=[C:2]([NH:4][C:5]([NH2:7])=[S:6])[NH2:1]. The yield is 0.850. (2) The reactants are [Na].[CH2:2]([CH:4]1[C:10]2[CH:11]=[C:12]3[C:16](=[CH:17][C:9]=2[CH2:8][CH2:7][CH2:6][C:5]1=O)[N:15]([C:18]1[CH:23]=[CH:22][C:21]([F:24])=[CH:20][CH:19]=1)[N:14]=[CH:13]3)[CH3:3].[CH:26]([C:28]([CH3:30])=[O:29])=[CH2:27]. The catalyst is CCO. The product is [CH2:2]([C:4]12[CH2:27][CH2:26][C:28](=[O:29])[CH:30]=[C:5]1[CH2:6][CH2:7][CH2:8][C:9]1[CH:17]=[C:16]3[C:12](=[CH:11][C:10]=12)[CH:13]=[N:14][N:15]3[C:18]1[CH:19]=[CH:20][C:21]([F:24])=[CH:22][CH:23]=1)[CH3:3]. The yield is 0.800.